The task is: Predict which catalyst facilitates the given reaction.. This data is from Catalyst prediction with 721,799 reactions and 888 catalyst types from USPTO. (1) Reactant: [CH3:1][C:2]1[CH:7]=[CH:6][N:5]=[CH:4][C:3]=1[C:8]1[C:9](=[O:19])[NH:10][C:11](=[O:18])[N:12]([CH2:14][CH2:15][CH:16]=O)[CH:13]=1.[F:20][C:21]([F:35])([F:34])[C:22]1[CH:27]=[CH:26][C:25]([C@:28]23[CH2:33][C@H:32]2[CH2:31][NH:30][CH2:29]3)=[CH:24][CH:23]=1.[BH-](OC(C)=O)(OC(C)=O)OC(C)=O.[Na+].[OH-].[Na+].[Cl:52]C(Cl)C. The catalyst class is: 52. Product: [ClH:52].[ClH:52].[CH3:1][C:2]1[CH:7]=[CH:6][N:5]=[CH:4][C:3]=1[C:8]1[C:9](=[O:19])[NH:10][C:11](=[O:18])[N:12]([CH2:14][CH2:15][CH2:16][N:30]2[CH2:31][C@H:32]3[C@:28]([C:25]4[CH:24]=[CH:23][C:22]([C:21]([F:20])([F:35])[F:34])=[CH:27][CH:26]=4)([CH2:33]3)[CH2:29]2)[CH:13]=1. (2) Reactant: O(CC[Br:10])[C:2]1[CH:7]=[CH:6][CH:5]=[CH:4][CH:3]=1.[C:11]1([P:17]([C:24]2[CH:29]=[CH:28][CH:27]=[CH:26][CH:25]=2)[C:18]2[CH:23]=[CH:22][CH:21]=[CH:20][CH:19]=2)[CH:16]=CC=CC=1.C1(O)C=CC=CC=1.[NH:37]1[CH2:41][CH2:40][CH2:39][CH2:38]1. Product: [Br-:10].[N:37]1([CH2:16][CH2:11][P+:17]([C:2]2[CH:3]=[CH:4][CH:5]=[CH:6][CH:7]=2)([C:18]2[CH:19]=[CH:20][CH:21]=[CH:22][CH:23]=2)[C:24]2[CH:25]=[CH:26][CH:27]=[CH:28][CH:29]=2)[CH2:41][CH2:40][CH2:39][CH2:38]1. The catalyst class is: 16. (3) Reactant: [Cl:1][C:2]1[CH:7]=[CH:6][C:5]([C:8]2[C:9]3[CH:22]=[CH:21][C:20]([O:23]C)=[N:19][C:10]=3[C:11]3[C:17]([CH3:18])=[N:16][O:15][C:12]=3[CH2:13][N:14]=2)=[CH:4][CH:3]=1. Product: [Cl:1][C:2]1[CH:7]=[CH:6][C:5]([C:8]2[C:9]3[CH:22]=[CH:21][C:20](=[O:23])[NH:19][C:10]=3[C:11]3[C:17]([CH3:18])=[N:16][O:15][C:12]=3[CH2:13][N:14]=2)=[CH:4][CH:3]=1. The catalyst class is: 52.